This data is from Catalyst prediction with 721,799 reactions and 888 catalyst types from USPTO. The task is: Predict which catalyst facilitates the given reaction. (1) Reactant: [H-].[Al+3].[Li+].[H-].[H-].[H-].[CH2:7]([C:10]1[C:23]2[C:14](=[CH:15][C:16]3[C:21]([CH:22]=2)=[C:20]([CH2:24][CH2:25][CH3:26])[C:19]([CH2:27][CH2:28][CH3:29])=[C:18]([CH2:30][CH2:31][CH3:32])[C:17]=3[CH2:33][CH2:34][CH3:35])[C:13]([CH2:36][CH2:37][CH3:38])=[C:12]([C:39](OC)=[O:40])[C:11]=1[C:43](OC)=[O:44])[CH2:8][CH3:9].O.S(=O)(=O)(O)O. Product: [OH:40][CH2:39][C:12]1[C:11]([CH2:43][OH:44])=[C:10]([CH2:7][CH2:8][CH3:9])[C:23]2[C:14](=[CH:15][C:16]3[C:21]([CH:22]=2)=[C:20]([CH2:24][CH2:25][CH3:26])[C:19]([CH2:27][CH2:28][CH3:29])=[C:18]([CH2:30][CH2:31][CH3:32])[C:17]=3[CH2:33][CH2:34][CH3:35])[C:13]=1[CH2:36][CH2:37][CH3:38]. The catalyst class is: 27. (2) Reactant: Br[C:2]1[CH:3]=[C:4]2[C:8](=[CH:9][CH:10]=1)[CH2:7][C:6]([CH3:12])([CH3:11])[CH2:5]2.C([Li])CCC.[N:18]([C:27]([O:29][C:30]([CH3:33])([CH3:32])[CH3:31])=[O:28])=[N:19][C:20]([O:22][C:23]([CH3:26])([CH3:25])[CH3:24])=[O:21]. Product: [CH3:11][C:6]1([CH3:12])[CH:5]=[C:4]2[C:8]([CH:9]=[CH:10][C:2]([N:18]([C:27]([O:29][C:30]([CH3:33])([CH3:32])[CH3:31])=[O:28])[NH:19][C:20]([O:22][C:23]([CH3:24])([CH3:25])[CH3:26])=[O:21])=[CH:3]2)=[CH:7]1. The catalyst class is: 7. (3) Reactant: [F:1][C:2]([F:31])([F:30])[C:3]([CH:18]1[CH2:23][CH2:22][CH2:21][CH:20]=[C:19]1[C:24]1[CH:29]=[CH:28][CH:27]=[CH:26][CH:25]=1)([OH:17])[CH:4]=NC1C=CC=C2C=1C=NC(C)=N2.C(=O)(O)[O-:33].[Na+]. Product: [F:1][C:2]([F:31])([F:30])[C:3]([OH:17])([CH:18]1[CH2:23][CH2:22][CH2:21][CH:20]=[C:19]1[C:24]1[CH:29]=[CH:28][CH:27]=[CH:26][CH:25]=1)[CH:4]=[O:33]. The catalyst class is: 4. (4) Reactant: [H-].[Na+].[Br:3][C:4]1[CH:5]=[CH:6][C:7]([N+:22]([O-:24])=[O:23])=[C:8]2[C:12]=1[NH:11][C:10]([CH3:13])=[C:9]2[O:14][C:15]1[CH:20]=[CH:19][C:18]([Cl:21])=[CH:17][CH:16]=1.[C:25]([O:29][C:30](=[O:33])[CH2:31]Br)([CH3:28])([CH3:27])[CH3:26]. Product: [CH3:26][C:25]([O:29][C:30](=[O:33])[CH2:31][N:11]1[C:12]2[C:8](=[C:7]([N+:22]([O-:24])=[O:23])[CH:6]=[CH:5][C:4]=2[Br:3])[C:9]([O:14][C:15]2[CH:16]=[CH:17][C:18]([Cl:21])=[CH:19][CH:20]=2)=[C:10]1[CH3:13])([CH3:28])[CH3:27]. The catalyst class is: 1. (5) Product: [Si:3]([O:20][CH2:21][CH2:22][O:23][CH2:24][C@H:25]([O:35][C:37]1[N:42]=[CH:41][N:40]=[C:39]2[N:43]([C:46]3[CH:51]=[CH:50][CH:49]=[CH:48][C:47]=3[C:52]([F:55])([F:54])[F:53])[N:44]=[CH:45][C:38]=12)[C:26]([NH:28][C:29]1[CH:34]=[CH:33][CH:32]=[CH:31][N:30]=1)=[O:27])([C:16]([CH3:19])([CH3:18])[CH3:17])([C:10]1[CH:15]=[CH:14][CH:13]=[CH:12][CH:11]=1)[C:4]1[CH:9]=[CH:8][CH:7]=[CH:6][CH:5]=1. Reactant: [H-].[Na+].[Si:3]([O:20][CH2:21][CH2:22][O:23][CH2:24][C@H:25]([OH:35])[C:26]([NH:28][C:29]1[CH:34]=[CH:33][CH:32]=[CH:31][N:30]=1)=[O:27])([C:16]([CH3:19])([CH3:18])[CH3:17])([C:10]1[CH:15]=[CH:14][CH:13]=[CH:12][CH:11]=1)[C:4]1[CH:9]=[CH:8][CH:7]=[CH:6][CH:5]=1.Cl[C:37]1[N:42]=[CH:41][N:40]=[C:39]2[N:43]([C:46]3[CH:51]=[CH:50][CH:49]=[CH:48][C:47]=3[C:52]([F:55])([F:54])[F:53])[N:44]=[CH:45][C:38]=12.C(O)(=O)CC(CC(O)=O)(C(O)=O)O. The catalyst class is: 1. (6) Reactant: [Si:1]([O:8][CH2:9][C:10]1[CH:11]=[CH:12][C:13]2[O:18][CH2:17][CH2:16][NH:15][C:14]=2[CH:19]=1)([C:4]([CH3:7])([CH3:6])[CH3:5])([CH3:3])[CH3:2].C(N(CC)CC)C.[Cl:27][C:28]1[CH:29]=[C:30]([CH:34]=[C:35]([Cl:38])[C:36]=1[OH:37])[C:31](Cl)=[O:32]. Product: [Si:1]([O:8][CH2:9][C:10]1[CH:11]=[CH:12][C:13]2[O:18][CH2:17][CH2:16][N:15]([C:31]([C:30]3[CH:34]=[C:35]([Cl:38])[C:36]([OH:37])=[C:28]([Cl:27])[CH:29]=3)=[O:32])[C:14]=2[CH:19]=1)([C:4]([CH3:7])([CH3:5])[CH3:6])([CH3:3])[CH3:2]. The catalyst class is: 13. (7) Reactant: Cl[C:2](Cl)=[CH:3][CH:4]=[O:5].Cl.[Cl:8][C:9]1[CH:17]=[CH:16][C:12]([C:13]([NH2:15])=[NH:14])=[CH:11][CH:10]=1.[F:18][C:19]([F:28])([F:27])[C:20]1[CH:21]=[C:22](O)[CH:23]=[CH:24][CH:25]=1.C(=O)([O-])[O-].[K+].[K+]. Product: [Cl:8][C:9]1[CH:17]=[CH:16][C:12]([C:13]2[N:15]=[C:4]([O:5][C:24]3[CH:23]=[CH:22][CH:21]=[C:20]([C:19]([F:28])([F:27])[F:18])[CH:25]=3)[CH:3]=[CH:2][N:14]=2)=[CH:11][CH:10]=1. The catalyst class is: 216. (8) Reactant: [NH2:1][C:2]1[C:3]([C:7]2[N:8]([C:16]3[CH:21]=[CH:20][C:19]([OH:22])=[CH:18][CH:17]=3)[C:9]3[CH:14]=[CH:13][N:12]=[CH:11][C:10]=3[N:15]=2)=[N:4][O:5][N:6]=1.[H-].[Na+].Cl[CH2:26][C:27]#[N:28].O. Product: [NH2:1][C:2]1[C:3]([C:7]2[N:8]([C:16]3[CH:21]=[CH:20][C:19]([O:22][CH2:26][C:27]#[N:28])=[CH:18][CH:17]=3)[C:9]3[CH:14]=[CH:13][N:12]=[CH:11][C:10]=3[N:15]=2)=[N:4][O:5][N:6]=1. The catalyst class is: 31. (9) Reactant: [C:9](O[C:9]([O:11][C:12]([CH3:15])([CH3:14])[CH3:13])=[O:10])([O:11][C:12]([CH3:15])([CH3:14])[CH3:13])=[O:10].[NH2:16][C:17]1[CH:18]=[C:19]([CH:22]=[C:23]([N:26]2[CH2:31][CH2:30][C@@H:29]([NH2:32])[C@H:28]([O:33][Si:34]([C:37]([CH3:40])([CH3:39])[CH3:38])([CH3:36])[CH3:35])[CH2:27]2)[C:24]=1[Cl:25])[C:20]#[N:21].C(N(CC)CC)C. Product: [C:12]([O:11][C:9](=[O:10])[NH:32][C@@H:29]1[CH2:30][CH2:31][N:26]([C:23]2[CH:22]=[C:19]([C:20]#[N:21])[CH:18]=[C:17]([NH2:16])[C:24]=2[Cl:25])[CH2:27][C@H:28]1[O:33][Si:34]([C:37]([CH3:40])([CH3:39])[CH3:38])([CH3:35])[CH3:36])([CH3:13])([CH3:14])[CH3:15]. The catalyst class is: 4.